From a dataset of Reaction yield outcomes from USPTO patents with 853,638 reactions. Predict the reaction yield, written as a fraction of the theoretical maximum amount of product (1.0 means a 100% yield; for example, 0.34 means a 34% yield). (1) The reactants are [Cl:1][C:2]1[CH:7]=[CH:6][C:5]([O:8][C:9]2[CH:14]=[CH:13][C:12]([N+:15]([O-])=O)=[CH:11][C:10]=2[O:18][CH3:19])=[CH:4][C:3]=1[Cl:20].[Cl-].[NH4+]. The catalyst is [Fe]. The product is [Cl:20][C:3]1[CH:4]=[C:5]([CH:6]=[CH:7][C:2]=1[Cl:1])[O:8][C:9]1[CH:14]=[CH:13][C:12]([NH2:15])=[CH:11][C:10]=1[O:18][CH3:19]. The yield is 0.740. (2) The catalyst is CCO.CN1C(=O)CCC1.CCOC(C)=O.Cl. The product is [CH2:8]([C:2]1[C:3]([O:5][C@H:6]2[CH2:37][N:36]([C:38]([O:40][C:41]([CH3:42])([CH3:43])[CH3:44])=[O:39])[C@H:35]([C:45]([O:47][CH3:48])=[O:46])[CH2:7]2)=[N:21][C:16]2[C:17]([N:20]=1)=[CH:18][CH:19]=[C:14]([O:13][CH3:12])[CH:15]=2)[CH2:9][CH:10]=[CH2:11]. The reactants are O=[C:2]([CH2:8][CH2:9][CH:10]=[CH2:11])[C:3]([O:5][CH2:6][CH3:7])=O.[CH3:12][O:13][C:14]1[CH:15]=[C:16]([NH2:21])[C:17]([NH2:20])=[CH:18][CH:19]=1.BrC1C=CC(S(O[C@@H]2[CH2:37][N:36]([C:38]([O:40][C:41]([CH3:44])([CH3:43])[CH3:42])=[O:39])[C@H:35]([C:45]([O:47][CH3:48])=[O:46])C2)(=O)=O)=CC=1.C([O-])([O-])=O.[Cs+].[Cs+]. The yield is 0.170. (3) The reactants are [Cl:1][C:2]1[CH:11]=[N:10][C:9]2[C:4](=[CH:5][CH:6]=[C:7]([OH:12])[CH:8]=2)[N:3]=1.Cl[CH2:14][CH2:15][CH:16]1[CH2:21][CH2:20][N:19]([C:22]2[N:23]=[N:24][C:25]([CH3:28])=[CH:26][CH:27]=2)[CH2:18][CH2:17]1.[I-].[K+].C(=O)([O-])[O-].[K+].[K+]. The catalyst is CN(C)C=O.C(OCC)(=O)C. The product is [Cl:1][C:2]1[CH:11]=[N:10][C:9]2[C:4](=[CH:5][CH:6]=[C:7]([O:12][CH2:14][CH2:15][CH:16]3[CH2:21][CH2:20][N:19]([C:22]4[N:23]=[N:24][C:25]([CH3:28])=[CH:26][CH:27]=4)[CH2:18][CH2:17]3)[CH:8]=2)[N:3]=1. The yield is 0.610. (4) The product is [OH:1][C:2]1[C:11]2[C:6](=[N:7][CH:8]=[CH:9][CH:10]=2)[N:5]([C:12]2[CH:13]=[CH:14][CH:15]=[CH:16][CH:17]=2)[C:4](=[O:18])[C:3]=1[C:27](=[O:28])[CH2:26][CH2:25][C:22]1[CH:23]=[CH:24][N:19]=[CH:20][CH:21]=1. The yield is 0.510. The catalyst is O. The reactants are [OH:1][C:2]1[C:11]2[C:6](=[N:7][CH:8]=[CH:9][CH:10]=2)[N:5]([C:12]2[CH:17]=[CH:16][CH:15]=[CH:14][CH:13]=2)[C:4](=[O:18])[CH:3]=1.[N:19]1[CH:24]=[CH:23][C:22]([CH2:25][CH2:26][C:27](O)=[O:28])=[CH:21][CH:20]=1. (5) The reactants are [CH3:1][O:2][C:3]1[CH:4]=[C:5]2[C:10](=[CH:11][C:12]=1[O:13][CH3:14])[N:9]=[CH:8][CH:7]=[C:6]2[O:15][C:16]1[CH:22]=[CH:21][C:19]([NH2:20])=[C:18]([CH3:23])[C:17]=1[CH3:24].ClC(Cl)(O[C:29](=[O:35])[O:30][C:31](Cl)(Cl)Cl)Cl.[O:37]1[CH2:42][CH2:41][N:40]([CH2:43]CO)[CH2:39][CH2:38]1.C(=O)(O)[O-].[Na+]. The catalyst is C(Cl)Cl.C(N(CC)CC)C.C1(C)C=CC=CC=1. The product is [CH3:1][O:2][C:3]1[CH:4]=[C:5]2[C:10](=[CH:11][C:12]=1[O:13][CH3:14])[N:9]=[CH:8][CH:7]=[C:6]2[O:15][C:16]1[CH:22]=[CH:21][C:19]([NH:20][C:29](=[O:35])[O:30][CH2:31][CH2:43][N:40]2[CH2:41][CH2:42][O:37][CH2:38][CH2:39]2)=[C:18]([CH3:23])[C:17]=1[CH3:24]. The yield is 0.890. (6) The catalyst is CN1CCCC1=O. The yield is 0.180. The reactants are Cl[C:2]1[CH:11]=[CH:10][C:9]2[C:4](=[CH:5][CH:6]=[C:7]([N+:12]([O-:14])=[O:13])[CH:8]=2)[N:3]=1.[CH2:15]([O:17][C:18]1[C:23]2[CH:24]([NH2:27])[CH2:25][O:26][C:22]=2[CH:21]=[CH:20][CH:19]=1)C.C(N(C(C)C)C(C)C)C. The product is [CH3:15][O:17][C:18]1[C:23]2[CH:24]([NH:27][C:2]3[CH:11]=[CH:10][C:9]4[C:4](=[CH:5][CH:6]=[C:7]([N+:12]([O-:14])=[O:13])[CH:8]=4)[N:3]=3)[CH2:25][O:26][C:22]=2[CH:21]=[CH:20][CH:19]=1. (7) The reactants are [CH3:1][N:2]1[CH2:7][CH2:6][NH:5][CH2:4][CH2:3]1.C(N(CC)CC)C.Cl.[F:16][C:17]([F:51])([F:50])[C:18]1[CH:23]=[C:22]([C:24]2[CH:29]=[CH:28][C:27]([C:30]([F:33])([F:32])[F:31])=[CH:26][CH:25]=2)[N:21]=[C:20]([C:34]2[CH:39]=[CH:38][N:37]=[C:36]([C:40]3[CH:41]=[C:42]([S:46](Cl)(=[O:48])=[O:47])[CH:43]=[CH:44][CH:45]=3)[CH:35]=2)[N:19]=1. The catalyst is C1COCC1. The product is [CH3:1][N:2]1[CH2:7][CH2:6][N:5]([S:46]([C:42]2[CH:41]=[C:40]([C:36]3[CH:35]=[C:34]([C:20]4[N:19]=[C:18]([C:17]([F:16])([F:50])[F:51])[CH:23]=[C:22]([C:24]5[CH:29]=[CH:28][C:27]([C:30]([F:33])([F:31])[F:32])=[CH:26][CH:25]=5)[N:21]=4)[CH:39]=[CH:38][N:37]=3)[CH:45]=[CH:44][CH:43]=2)(=[O:47])=[O:48])[CH2:4][CH2:3]1. The yield is 0.880. (8) The product is [C:1]([NH:4][C:5]1[CH:10]=[C:9]([C:11]2[O:15][C:14]([Br:29])=[C:13]([C:16]([O:18][CH2:19][CH3:20])=[O:17])[CH:12]=2)[C:8]([CH3:21])=[CH:7][N:6]=1)(=[O:3])[CH3:2]. The catalyst is CN(C=O)C. The reactants are [C:1]([NH:4][C:5]1[CH:10]=[C:9]([C:11]2[O:15][CH:14]=[C:13]([C:16]([O:18][CH2:19][CH3:20])=[O:17])[CH:12]=2)[C:8]([CH3:21])=[CH:7][N:6]=1)(=[O:3])[CH3:2].C1C(=O)N([Br:29])C(=O)C1. The yield is 0.600. (9) The reactants are CI.[C:3]([O-:6])([O-])=O.[K+].[K+].[Br:9][C:10]1[CH:15]=[C:14]([Cl:16])[C:13](O)=[C:12]([Cl:18])[CH:11]=1.C(OCC)(=O)C. The catalyst is CN(C=O)C. The product is [Br:9][C:10]1[CH:15]=[C:14]([Cl:16])[C:13]([O:6][CH3:3])=[C:12]([Cl:18])[CH:11]=1. The yield is 0.740.